This data is from Forward reaction prediction with 1.9M reactions from USPTO patents (1976-2016). The task is: Predict the product of the given reaction. (1) The product is: [CH3:20][O:21][C:22]1[CH:23]=[CH:24][C:25]([S:28]([N:2]2[C@H:3]([C:8]([O:10][CH2:11][CH3:12])=[O:9])[C@@H:4]3[CH2:7][C@H:1]2[CH2:6][CH2:5]3)(=[O:30])=[O:29])=[CH:26][CH:27]=1. Given the reactants [C@H:1]12[CH2:7][C@H:4]([CH2:5][CH2:6]1)[C@@H:3]([C:8]([O:10][CH2:11][CH3:12])=[O:9])[NH:2]2.C(N(CC)CC)C.[CH3:20][O:21][C:22]1[CH:27]=[CH:26][C:25]([S:28](Cl)(=[O:30])=[O:29])=[CH:24][CH:23]=1, predict the reaction product. (2) Given the reactants [CH2:1]([O:3][C:4](=[O:36])[NH:5][CH:6]1[CH2:15][CH2:14][C:13]2[C:8](=[CH:9][C:10]([O:16][CH2:17][CH2:18][NH:19]C(OC(C)(C)C)=O)=[CH:11][CH:12]=2)[CH:7]1[CH2:27][C:28]1[CH:33]=[CH:32][C:31]([Cl:34])=[C:30]([Cl:35])[CH:29]=1)[CH3:2].Cl, predict the reaction product. The product is: [ClH:34].[NH2:19][CH2:18][CH2:17][O:16][C:10]1[CH:9]=[C:8]2[C:13]([CH2:14][CH2:15][CH:6]([NH:5][C:4](=[O:36])[O:3][CH2:1][CH3:2])[CH:7]2[CH2:27][C:28]2[CH:33]=[CH:32][C:31]([Cl:34])=[C:30]([Cl:35])[CH:29]=2)=[CH:12][CH:11]=1. (3) Given the reactants [F:1][C:2]1[CH:7]=[CH:6][C:5]([C:8]2[O:9][CH2:10][CH:11]([C:13]([O:15][CH3:16])=[O:14])[N:12]=2)=[CH:4][CH:3]=1.BrN1C(=O)CCC1=O, predict the reaction product. The product is: [F:1][C:2]1[CH:3]=[CH:4][C:5]([C:8]2[O:9][CH:10]=[C:11]([C:13]([O:15][CH3:16])=[O:14])[N:12]=2)=[CH:6][CH:7]=1. (4) Given the reactants [N+:1]([C:4]1[CH:5]=[C:6]([C:12]2[O:13][C:14]3[CH:20]=[CH:19][C:18](Br)=[CH:17][C:15]=3[N:16]=2)[CH:7]=[CH:8][C:9]=1[O:10][CH3:11])([O-:3])=[O:2].[C:22]([C:25]1[CH:30]=[CH:29][C:28](B(O)O)=[CH:27][CH:26]=1)(=[O:24])[CH3:23], predict the reaction product. The product is: [N+:1]([C:4]1[CH:5]=[C:6]([C:12]2[O:13][C:14]3[CH:20]=[CH:19][C:18]([C:28]4[CH:29]=[CH:30][C:25]([C:22](=[O:24])[CH3:23])=[CH:26][CH:27]=4)=[CH:17][C:15]=3[N:16]=2)[CH:7]=[CH:8][C:9]=1[O:10][CH3:11])([O-:3])=[O:2]. (5) Given the reactants [F:1][C:2]([F:21])([F:20])[C:3]1[C:11]2[CH2:10][CH2:9][CH2:8][CH2:7][C:6]=2[N:5]([C:12]2[CH:17]=[CH:16][C:15]([CH2:18][NH2:19])=[CH:14][CH:13]=2)[N:4]=1.[CH:22]1([S:25](Cl)(=[O:27])=[O:26])[CH2:24][CH2:23]1, predict the reaction product. The product is: [F:21][C:2]([F:1])([F:20])[C:3]1[C:11]2[CH2:10][CH2:9][CH2:8][CH2:7][C:6]=2[N:5]([C:12]2[CH:17]=[CH:16][C:15]([CH2:18][NH:19][S:25]([CH:22]3[CH2:24][CH2:23]3)(=[O:27])=[O:26])=[CH:14][CH:13]=2)[N:4]=1. (6) The product is: [Cl:12][C:5]1[CH:4]=[CH:3][C:2]([B:13]2[O:17][C:16]([CH3:19])([CH3:18])[C:15]([CH3:21])([CH3:20])[O:14]2)=[CH:7][C:6]=1[O:8][CH:9]([F:11])[F:10]. Given the reactants Br[C:2]1[CH:3]=[CH:4][C:5]([Cl:12])=[C:6]([O:8][CH:9]([F:11])[F:10])[CH:7]=1.[B:13]1([B:13]2[O:17][C:16]([CH3:19])([CH3:18])[C:15]([CH3:21])([CH3:20])[O:14]2)[O:17][C:16]([CH3:19])([CH3:18])[C:15]([CH3:21])([CH3:20])[O:14]1.C([O-])(=O)C.[K+].[Cl-].[NH4+], predict the reaction product. (7) Given the reactants [C:1]([O:4][C:5]1[CH:12]=[CH:11][C:8]([CH:9]=[CH2:10])=[CH:7][CH:6]=1)(=O)[CH3:2].C(=O)([O-])[O-:14].[K+].[K+].C1OC1, predict the reaction product. The product is: [OH:14][CH2:2][CH2:1][O:4][C:5]1[CH:12]=[CH:11][C:8]([CH:9]=[CH2:10])=[CH:7][CH:6]=1.